From a dataset of Catalyst prediction with 721,799 reactions and 888 catalyst types from USPTO. Predict which catalyst facilitates the given reaction. (1) Reactant: [CH2:1]([N:8]1[CH2:13]C[C:11](=O)[CH:10](CC)[CH2:9]1)[C:2]1[CH:7]=[CH:6][CH:5]=[CH:4][CH:3]=1.[H-].[Na+].[CH3:19]I.O.[O:22]1[CH2:26][CH2:25][CH2:24][CH2:23]1. Product: [CH2:1]([N:8]1[CH2:9][CH:10]([CH3:11])[C:26](=[O:22])[C:25]([CH3:19])([CH2:24][CH3:23])[CH2:13]1)[C:2]1[CH:7]=[CH:6][CH:5]=[CH:4][CH:3]=1. The catalyst class is: 13. (2) The catalyst class is: 2. Product: [CH3:1][C:2]([C:24]1[CH:25]=[CH:26][CH:27]=[CH:28][CH:29]=1)([CH2:5][CH2:6][N:7]1[C@H:8]2[CH2:14][CH2:13][C@@H:12]1[CH2:11][CH:10]([N:15]1[C:19]([CH:20]([CH3:22])[CH3:21])=[N:18][N:17]=[C:16]1[CH3:23])[CH2:9]2)[CH2:3][NH:4][S:45]([C:39]1[CH:44]=[CH:43][CH:42]=[CH:41][CH:40]=1)(=[O:47])=[O:46]. Reactant: [CH3:1][C:2]([C:24]1[CH:29]=[CH:28][CH:27]=[CH:26][CH:25]=1)([CH2:5][CH2:6][N:7]1[C@H:12]2[CH2:13][CH2:14][C@@H:8]1[CH2:9][CH:10]([N:15]1[C:19]([CH:20]([CH3:22])[CH3:21])=[N:18][N:17]=[C:16]1[CH3:23])[CH2:11]2)[CH2:3][NH2:4].C(N(C(C)C)CC)(C)C.[C:39]1([S:45](Cl)(=[O:47])=[O:46])[CH:44]=[CH:43][CH:42]=[CH:41][CH:40]=1.